From a dataset of Catalyst prediction with 721,799 reactions and 888 catalyst types from USPTO. Predict which catalyst facilitates the given reaction. (1) Reactant: C[O:2][C:3](=[O:18])[C:4]1[CH:9]=[CH:8][C:7]([CH2:10][N:11]([CH2:15][CH2:16][CH3:17])[CH2:12][CH2:13][CH3:14])=[CH:6][CH:5]=1.[OH-].[Na+]. Product: [CH2:12]([N:11]([CH2:10][C:7]1[CH:8]=[CH:9][C:4]([C:3]([OH:18])=[O:2])=[CH:5][CH:6]=1)[CH2:15][CH2:16][CH3:17])[CH2:13][CH3:14]. The catalyst class is: 5. (2) Reactant: [Cl:1][C:2]1[CH:7]=[CH:6][C:5]([C:8]2[N:12]([C:13]3[CH:18]=[CH:17][C:16]([Cl:19])=[CH:15][C:14]=3[Cl:20])[N:11]=[C:10]([C:21]([N:23]3[CH2:28][CH2:27][CH:26]([NH:29]C(=O)OC(C)(C)C)[CH2:25][CH2:24]3)=[O:22])[C:9]=2[CH3:37])=[CH:4][CH:3]=1.FC(F)(F)C(O)=O. Product: [Cl:1][C:2]1[CH:7]=[CH:6][C:5]([C:8]2[N:12]([C:13]3[CH:18]=[CH:17][C:16]([Cl:19])=[CH:15][C:14]=3[Cl:20])[N:11]=[C:10]([C:21]([N:23]3[CH2:24][CH2:25][CH:26]([NH2:29])[CH2:27][CH2:28]3)=[O:22])[C:9]=2[CH3:37])=[CH:4][CH:3]=1. The catalyst class is: 4. (3) Reactant: Br[CH2:2][C:3]([C:5]1[C:10]([F:11])=[CH:9][CH:8]=[CH:7][N:6]=1)=O.[NH2:12][C:13]([NH2:15])=[S:14]. Product: [F:11][C:10]1[C:5]([C:3]2[N:12]=[C:13]([NH2:15])[S:14][CH:2]=2)=[N:6][CH:7]=[CH:8][CH:9]=1. The catalyst class is: 511. (4) Reactant: Cl.Cl.[NH2:3][CH2:4][C:5]1[NH:6][C:7]2[CH:13]=[CH:12][CH:11]=[CH:10][C:8]=2[N:9]=1.CCN(C(C)C)C(C)C.C1C=CC(C([N:31]=[C:32]=[S:33])=O)=CC=1. Product: [NH:9]1[C:8]2[CH:10]=[CH:11][CH:12]=[CH:13][C:7]=2[N:6]=[C:5]1[CH2:4][NH:3][C:32]([NH2:31])=[S:33]. The catalyst class is: 4. (5) Reactant: C([O:4][C@H:5]1[CH2:9][CH2:8][N:7]([C:10]2[CH:15]=[CH:14][C:13]([C:16](=[O:25])[NH:17][C:18]3[CH:23]=[CH:22][CH:21]=[CH:20][C:19]=3[NH2:24])=[CH:12][CH:11]=2)[CH2:6]1)(=O)C.[CH3:26][C:27]([O:30][C:31](O[C:31]([O:30][C:27]([CH3:29])([CH3:28])[CH3:26])=[O:32])=[O:32])([CH3:29])[CH3:28]. Product: [OH:4][C@H:5]1[CH2:9][CH2:8][N:7]([C:10]2[CH:15]=[CH:14][C:13]([C:16]([NH:17][C:18]3[CH:23]=[CH:22][CH:21]=[CH:20][C:19]=3[NH:24][C:31](=[O:32])[O:30][C:27]([CH3:29])([CH3:28])[CH3:26])=[O:25])=[CH:12][CH:11]=2)[CH2:6]1. The catalyst class is: 36.